This data is from Forward reaction prediction with 1.9M reactions from USPTO patents (1976-2016). The task is: Predict the product of the given reaction. Given the reactants Cl.Cl.[O:3]1[C:8]2=[CH:9][CH:10]=[CH:11][C:7]2=[CH:6][C:5]([CH:12]2[CH2:17][CH2:16][CH2:15][CH2:14][N:13]2[CH2:18][CH2:19][C@H:20]2[CH2:25][CH2:24][C@H:23]([NH2:26])[CH2:22][CH2:21]2)=[CH:4]1.[C:27]([C:31]1[CH:36]=[CH:35][C:34]([S:37](Cl)(=[O:39])=[O:38])=[CH:33][CH:32]=1)([CH3:30])([CH3:29])[CH3:28], predict the reaction product. The product is: [O:3]1[C:8]2=[CH:9][CH:10]=[CH:11][C:7]2=[CH:6][C:5]([CH:12]2[CH2:17][CH2:16][CH2:15][CH2:14][N:13]2[CH2:18][CH2:19][C@H:20]2[CH2:21][CH2:22][C@H:23]([NH:26][S:37]([C:34]3[CH:35]=[CH:36][C:31]([C:27]([CH3:30])([CH3:29])[CH3:28])=[CH:32][CH:33]=3)(=[O:39])=[O:38])[CH2:24][CH2:25]2)=[CH:4]1.